From a dataset of Forward reaction prediction with 1.9M reactions from USPTO patents (1976-2016). Predict the product of the given reaction. (1) Given the reactants C([O:8][C:9]1[CH:10]=[CH:11][C:12]([N+:18]([O-])=O)=[C:13]([CH:17]=1)[C:14]([NH2:16])=[O:15])C1C=CC=CC=1.NC1C=CC(O)=CC=1F, predict the reaction product. The product is: [NH2:18][C:12]1[CH:11]=[CH:10][C:9]([OH:8])=[CH:17][C:13]=1[C:14]([NH2:16])=[O:15]. (2) Given the reactants [CH3:1][O:2][C:3](=[O:31])[C@@H:4]([NH:23][C:24]([O:26][C:27]([CH3:30])([CH3:29])[CH3:28])=[O:25])[CH2:5][C:6]1[CH:22]=[CH:21][C:9]2[O:10][C@@H:11]([C:14]3[CH:19]=[CH:18][C:17]([OH:20])=[CH:16][CH:15]=3)[CH2:12][O:13][C:8]=2[CH:7]=1.N1C=CC=CC=1.[C:38](OC(=O)C)(=[O:40])[CH3:39], predict the reaction product. The product is: [CH3:1][O:2][C:3](=[O:31])[C@@H:4]([NH:23][C:24]([O:26][C:27]([CH3:28])([CH3:30])[CH3:29])=[O:25])[CH2:5][C:6]1[CH:22]=[CH:21][C:9]2[O:10][C@@H:11]([C:14]3[CH:19]=[CH:18][C:17]([O:20][C:38](=[O:40])[CH3:39])=[CH:16][CH:15]=3)[CH2:12][O:13][C:8]=2[CH:7]=1. (3) The product is: [F:8][C:7]1[C:2]2[NH:1][C:12](=[O:14])[CH2:11][CH2:10][NH:9][C:3]=2[CH:4]=[CH:5][CH:6]=1. Given the reactants [NH2:1][C:2]1[C:7]([F:8])=[CH:6][CH:5]=[CH:4][C:3]=1[NH:9][CH2:10][CH2:11][C:12]([O:14]CC)=O.C1(C)C=CC=CC=1, predict the reaction product. (4) Given the reactants [Br:1][C:2]1[C:7](=[O:8])[N:6]([CH2:9][C:10]([NH:12][CH2:13][C:14]2[CH:19]=[CH:18][N:17]=[CH:16][CH:15]=2)=O)[N:5]=[CH:4][C:3]=1[NH:20][C@@H:21]1[CH2:26][C@@H:25]2[CH2:27][C@@H:23]([C:24]2([CH3:29])[CH3:28])[C@H:22]1[CH3:30].COC1C=CC(P2(SP(C3C=CC(OC)=CC=3)(=S)S2)=[S:40])=CC=1, predict the reaction product. The product is: [Br:1][C:2]1[C:7](=[O:8])[N:6]([CH2:9][C:10](=[S:40])[NH:12][CH2:13][C:14]2[CH:19]=[CH:18][N:17]=[CH:16][CH:15]=2)[N:5]=[CH:4][C:3]=1[NH:20][C@@H:21]1[CH2:26][C@@H:25]2[CH2:27][C@@H:23]([C:24]2([CH3:29])[CH3:28])[C@H:22]1[CH3:30]. (5) Given the reactants [NH2:1][C:2]1[CH:7]=[CH:6][C:5]([S:8]([NH:11][C:12]2[CH:13]=[CH:14][C:15]([NH:18][C:19](=[O:21])[CH3:20])=[N:16][CH:17]=2)(=[O:10])=[O:9])=[CH:4][CH:3]=1.[O:22]=[C:23]1[N:27]([C:28]2[CH:33]=[CH:32][CH:31]=[CH:30][CH:29]=2)[CH2:26][CH2:25][N:24]1[C:34](Cl)=[O:35].CCN(C(C)C)C(C)C.[OH-].[NH4+], predict the reaction product. The product is: [C:19]([NH:18][C:15]1[N:16]=[CH:17][C:12]([NH:11][S:8]([C:5]2[CH:6]=[CH:7][C:2]([NH:1][C:34]([N:24]3[CH2:25][CH2:26][N:27]([C:28]4[CH:33]=[CH:32][CH:31]=[CH:30][CH:29]=4)[C:23]3=[O:22])=[O:35])=[CH:3][CH:4]=2)(=[O:9])=[O:10])=[CH:13][CH:14]=1)(=[O:21])[CH3:20].